Dataset: Forward reaction prediction with 1.9M reactions from USPTO patents (1976-2016). Task: Predict the product of the given reaction. (1) Given the reactants [C:1]1([CH3:23])[CH:6]=[C:5]([CH3:7])[CH:4]=[C:3]([CH3:8])[C:2]=1[NH:9][C:10](=[S:22])[NH:11][C:12]1[CH:17]=[CH:16][C:15]([CH3:18])=[C:14]([N+:19]([O-:21])=[O:20])[CH:13]=1.BrBr, predict the reaction product. The product is: [C:1]1([CH3:23])[CH:6]=[C:5]([CH3:7])[CH:4]=[C:3]([CH3:8])[C:2]=1[NH:9][C:10]1[S:22][C:13]2[C:14]([N+:19]([O-:21])=[O:20])=[C:15]([CH3:18])[CH:16]=[CH:17][C:12]=2[N:11]=1. (2) Given the reactants [H-].[Na+].[NH2:3][CH:4]([C:7]1([CH:14]2[CH2:19][CH2:18][O:17][CH2:16][CH2:15]2)[CH2:12][CH2:11][CH:10]([OH:13])[CH2:9][CH2:8]1)[CH2:5][CH3:6].[CH2:20]([O:27][C:28]1[C:37]2[C:32](=[CH:33][C:34](F)=[C:35]([Cl:38])[CH:36]=2)[CH:31]=[CH:30][N:29]=1)[C:21]1[CH:26]=[CH:25][CH:24]=[CH:23][CH:22]=1, predict the reaction product. The product is: [CH2:20]([O:27][C:28]1[C:37]2[C:32](=[CH:33][C:34]([O:13][CH:10]3[CH2:11][CH2:12][C:7]([CH:4]([NH2:3])[CH2:5][CH3:6])([CH:14]4[CH2:19][CH2:18][O:17][CH2:16][CH2:15]4)[CH2:8][CH2:9]3)=[C:35]([Cl:38])[CH:36]=2)[CH:31]=[CH:30][N:29]=1)[C:21]1[CH:22]=[CH:23][CH:24]=[CH:25][CH:26]=1. (3) Given the reactants C(OC([NH:8][CH2:9][C@H:10]1[CH2:19][CH2:18][C:17]2[C:12](=[CH:13][CH:14]=[C:15]([O:20][C:21]3[CH:31]=[CH:30][CH:29]=[CH:28][C:22]=3[C:23]([O:25][CH2:26][CH3:27])=[O:24])[CH:16]=2)[O:11]1)=O)(C)(C)C.[ClH:32].C(OCC)C, predict the reaction product. The product is: [ClH:32].[NH2:8][CH2:9][C@H:10]1[CH2:19][CH2:18][C:17]2[C:12](=[CH:13][CH:14]=[C:15]([O:20][C:21]3[CH:31]=[CH:30][CH:29]=[CH:28][C:22]=3[C:23]([O:25][CH2:26][CH3:27])=[O:24])[CH:16]=2)[O:11]1. (4) Given the reactants [F:1][C:2]1[CH:10]=[CH:9][C:5]([C:6]([NH2:8])=[O:7])=[CH:4][CH:3]=1.[CH3:11][C:12]([CH:15]=O)([CH3:14])[CH3:13].[NH:17]1[C:21]2[CH:22]=[CH:23][CH:24]=[CH:25][C:20]=2[N:19]=[N:18]1.C1(C)C=CC(S(O)(=O)=O)=CC=1, predict the reaction product. The product is: [N:17]1([CH:15]([NH:8][C:6](=[O:7])[C:5]2[CH:9]=[CH:10][C:2]([F:1])=[CH:3][CH:4]=2)[C:12]([CH3:13])([CH3:14])[CH3:11])[C:21]2[CH:22]=[CH:23][CH:24]=[CH:25][C:20]=2[N:19]=[N:18]1. (5) Given the reactants [I:1][C:2]1[CH:11]=[CH:10][C:9]2[NH:8][C:7](=[O:12])[C:6]3=[C:13]([CH3:22])[N:14]([CH:16]4[CH2:21][CH2:20][CH2:19][CH2:18][O:17]4)[N:15]=[C:5]3[C:4]=2[CH:3]=1.C([O-])([O-])=O.[Cs+].[Cs+].[CH2:29](I)[CH3:30], predict the reaction product. The product is: [CH2:29]([N:8]1[C:9]2[CH:10]=[CH:11][C:2]([I:1])=[CH:3][C:4]=2[C:5]2=[N:15][N:14]([CH:16]3[CH2:21][CH2:20][CH2:19][CH2:18][O:17]3)[C:13]([CH3:22])=[C:6]2[C:7]1=[O:12])[CH3:30]. (6) Given the reactants Cl[C:2]1[C:11]2=[N:12][N:13](CC3C=CC(OC)=CC=3)[CH:14]=[C:10]2[C:9]2[CH:8]=[C:7]([F:24])[CH:6]=[CH:5][C:4]=2[N:3]=1.[O:25]1[CH2:30][CH2:29][N:28]([C:31]2[CH:37]=[CH:36][C:34]([NH2:35])=[CH:33][CH:32]=2)[CH2:27][CH2:26]1.Cl, predict the reaction product. The product is: [F:24][C:7]1[CH:6]=[CH:5][C:4]2[N:3]=[C:2]([NH:35][C:34]3[CH:33]=[CH:32][C:31]([N:28]4[CH2:29][CH2:30][O:25][CH2:26][CH2:27]4)=[CH:37][CH:36]=3)[C:11]3[NH:12][N:13]=[CH:14][C:10]=3[C:9]=2[CH:8]=1. (7) Given the reactants [Cl:1][C:2]1[CH:3]=[C:4]([NH:9][C:10]([N:12]2[CH2:17][CH2:16][N:15]([C:18]([O:20][C:21]([CH3:24])([CH3:23])[CH3:22])=[O:19])[CH2:14][CH:13]2[CH2:25]O)=[O:11])[CH:5]=[CH:6][C:7]=1[Cl:8].C1(P(C2C=CC=CC=2)C2C=CC=CC=2)C=CC=CC=1.N(C(OCC)=O)=NC(OCC)=O.C1(C)C=CC=CC=1.O, predict the reaction product. The product is: [Cl:1][C:2]1[CH:3]=[C:4]([N:9]2[CH2:25][CH:13]3[CH2:14][N:15]([C:18]([O:20][C:21]([CH3:24])([CH3:23])[CH3:22])=[O:19])[CH2:16][CH2:17][N:12]3[C:10]2=[O:11])[CH:5]=[CH:6][C:7]=1[Cl:8].